This data is from Reaction yield outcomes from USPTO patents with 853,638 reactions. The task is: Predict the reaction yield, written as a fraction of the theoretical maximum amount of product (1.0 means a 100% yield; for example, 0.34 means a 34% yield). The reactants are [CH2:1]([NH:8][C:9](=[O:17])[C:10]1[CH:15]=[CH:14][N:13]=[C:12](Cl)[CH:11]=1)[C:2]1[CH:7]=[CH:6][CH:5]=[CH:4][CH:3]=1.OC1C=CC=C2C=1N=CC=C2.C(=O)([O-])[O-].[K+].[K+].[CH2:35]([O:42][C:43]1[CH:48]=[CH:47][NH:46][C:45](=[O:49])[CH:44]=1)[C:36]1[CH:41]=[CH:40][CH:39]=[CH:38][CH:37]=1. No catalyst specified. The product is [CH2:1]([NH:8][C:9]([C:10]1[CH:15]=[CH:14][N:13]=[C:12]([N:46]2[CH:47]=[CH:48][C:43]([O:42][CH2:35][C:36]3[CH:37]=[CH:38][CH:39]=[CH:40][CH:41]=3)=[CH:44][C:45]2=[O:49])[CH:11]=1)=[O:17])[C:2]1[CH:7]=[CH:6][CH:5]=[CH:4][CH:3]=1. The yield is 0.530.